Task: Regression. Given a peptide amino acid sequence and an MHC pseudo amino acid sequence, predict their binding affinity value. This is MHC class II binding data.. Dataset: Peptide-MHC class II binding affinity with 134,281 pairs from IEDB (1) The peptide sequence is EDLVRAYHSMSSTHE. The MHC is DRB1_1501 with pseudo-sequence DRB1_1501. The binding affinity (normalized) is 0.695. (2) The peptide sequence is YEAQILNYSKAKSSLES. The MHC is DRB1_0301 with pseudo-sequence DRB1_0301. The binding affinity (normalized) is 0.224. (3) The peptide sequence is TYDKGILTVSVAVSE. The MHC is HLA-DPA10201-DPB10101 with pseudo-sequence HLA-DPA10201-DPB10101. The binding affinity (normalized) is 0.408. (4) The peptide sequence is KFYFNKRLNQLTR. The MHC is HLA-DPA10201-DPB10101 with pseudo-sequence HLA-DPA10201-DPB10101. The binding affinity (normalized) is 0.311.